This data is from Catalyst prediction with 721,799 reactions and 888 catalyst types from USPTO. The task is: Predict which catalyst facilitates the given reaction. (1) Reactant: Cl.Cl.[CH3:3][C:4]1[N:5]=[C:6]([S:10][CH2:11][C:12]2[N:17]=[C:16]([NH:18][CH2:19][CH:20]3[CH2:25][CH2:24][CH2:23][NH:22][CH2:21]3)[CH:15]=[C:14]([N:26]3[CH2:31][CH2:30][O:29][CH2:28][CH2:27]3)[CH:13]=2)[O:7][C:8]=1[CH3:9].C(=O)([O-])[O-].[K+].[K+].Cl[C:39]([O:41][CH3:42])=[O:40].O. Product: [CH3:42][O:41][C:39]([N:22]1[CH2:23][CH2:24][CH2:25][CH:20]([CH2:19][NH:18][C:16]2[CH:15]=[C:14]([N:26]3[CH2:27][CH2:28][O:29][CH2:30][CH2:31]3)[CH:13]=[C:12]([CH2:11][S:10][C:6]3[O:7][C:8]([CH3:9])=[C:4]([CH3:3])[N:5]=3)[N:17]=2)[CH2:21]1)=[O:40]. The catalyst class is: 22. (2) Reactant: [C:1]([C:3]1[CH:4]=[C:5]2[C:10](=[CH:11][CH:12]=1)[C:9](=[CH:13][C:14]([O:16][CH2:17][CH3:18])=[O:15])[CH2:8][CH2:7][CH2:6]2)#[N:2]. Product: [C:1]([C:3]1[CH:4]=[C:5]2[C:10](=[CH:11][CH:12]=1)[CH:9]([CH2:13][C:14]([O:16][CH2:17][CH3:18])=[O:15])[CH2:8][CH2:7][CH2:6]2)#[N:2]. The catalyst class is: 19. (3) Reactant: [N:1]1[CH:10]=[CH:9][CH:8]=[C:7]2[C:2]=1[C:3]1[N:13]3[CH2:14][CH2:15][N:16]([C:17]([O:19][C:20]([CH3:23])([CH3:22])[CH3:21])=[O:18])[C:12]3=[N:11][C:4]=1[CH:5]=[N:6]2.C1C=C(Cl)C=C(C(OO)=O)C=1.[OH-].[NH4+:36].C1(C)C=CC(S(Cl)(=O)=O)=CC=1. Product: [NH2:36][C:5]1[C:4]2[N:11]=[C:12]3[N:16]([C:17]([O:19][C:20]([CH3:23])([CH3:22])[CH3:21])=[O:18])[CH2:15][CH2:14][N:13]3[C:3]=2[C:2]2[C:7](=[CH:8][CH:9]=[CH:10][N:1]=2)[N:6]=1. The catalyst class is: 4.